This data is from Peptide-MHC class I binding affinity with 185,985 pairs from IEDB/IMGT. The task is: Regression. Given a peptide amino acid sequence and an MHC pseudo amino acid sequence, predict their binding affinity value. This is MHC class I binding data. (1) The peptide sequence is ITVLDIGDAYF. The MHC is Mamu-A01 with pseudo-sequence Mamu-A01. The binding affinity (normalized) is 0.676. (2) The peptide sequence is SPAYWMLSPL. The MHC is HLA-B07:02 with pseudo-sequence HLA-B07:02. The binding affinity (normalized) is 0.976. (3) The MHC is Patr-B2401 with pseudo-sequence Patr-B2401. The peptide sequence is AELLAACFA. The binding affinity (normalized) is 0.138. (4) The peptide sequence is SLLFLNDMGK. The MHC is HLA-A03:01 with pseudo-sequence HLA-A03:01. The binding affinity (normalized) is 0.828.